Task: Predict the reactants needed to synthesize the given product.. Dataset: Full USPTO retrosynthesis dataset with 1.9M reactions from patents (1976-2016) (1) Given the product [CH3:11][C@H:10]([O:12][C:13]1[CH:14]=[C:15]([CH:19]=[C:20]([O:22][CH2:23][C:24]2[CH:29]=[CH:28][CH:27]=[CH:26][CH:25]=2)[CH:21]=1)[C:16]([NH:30][C:31]1[CH:36]=[N:35][C:34]([CH3:37])=[CH:33][N:32]=1)=[O:18])[CH2:9][O:8][CH3:7], predict the reactants needed to synthesize it. The reactants are: C(Cl)(=O)C(Cl)=O.[CH3:7][O:8][CH2:9][C@@H:10]([O:12][C:13]1[CH:14]=[C:15]([CH:19]=[C:20]([O:22][CH2:23][C:24]2[CH:29]=[CH:28][CH:27]=[CH:26][CH:25]=2)[CH:21]=1)[C:16]([OH:18])=O)[CH3:11].[NH2:30][C:31]1[CH:36]=[N:35][C:34]([CH3:37])=[CH:33][N:32]=1.N1C=CC=CC=1. (2) The reactants are: Br[CH2:2][C:3]1[CH:4]=[C:5]([CH:8]=[CH:9][CH:10]=1)[C:6]#[N:7].[C:11]1([OH:17])[CH:16]=[CH:15][CH:14]=[CH:13][CH:12]=1.C(=O)([O-])[O-].[K+].[K+].O. Given the product [O:17]([CH2:2][C:3]1[CH:4]=[C:5]([CH:8]=[CH:9][CH:10]=1)[C:6]#[N:7])[C:11]1[CH:16]=[CH:15][CH:14]=[CH:13][CH:12]=1, predict the reactants needed to synthesize it. (3) Given the product [C:49]([O:53][C:54]([N:56]1[CH2:57][CH2:58][CH:59]([N:64]([CH2:72][C:73]2[CH:78]=[C:77]([C:79]([F:80])([F:82])[F:81])[CH:76]=[C:75]([C:83]([F:84])([F:86])[F:85])[CH:74]=2)[C:65]2[N:70]=[CH:69][C:68]([Br:71])=[CH:67][N:66]=2)[CH2:60][CH:61]1[CH2:62][CH2:63][CH2:24][C:25]1[CH:30]=[CH:29][CH:28]=[CH:27][CH:26]=1)=[O:55])([CH3:52])([CH3:50])[CH3:51], predict the reactants needed to synthesize it. The reactants are: C(OC(N1C(CC)CC(NC2N=CC(Br)=CN=2)CC1[CH2:24][C:25]1[CH:30]=[CH:29][CH:28]=[CH:27][CH:26]=1)=O)(C)(C)C.[H-].[Na+].FC(F)(F)C1C=C(C=C(C(F)(F)F)C=1)CBr.[C:49]([O:53][C:54]([N:56]1[CH:61]([CH2:62][CH3:63])[CH2:60][CH:59]([N:64]([CH2:72][C:73]2[CH:78]=[C:77]([C:79]([F:82])([F:81])[F:80])[CH:76]=[C:75]([C:83]([F:86])([F:85])[F:84])[CH:74]=2)[C:65]2[N:70]=[CH:69][C:68]([Br:71])=[CH:67][N:66]=2)[CH2:58][CH:57]1CC1C=CC=CC=1)=[O:55])([CH3:52])([CH3:51])[CH3:50]. (4) Given the product [CH2:28]([S:30]([C:33]1[CH:34]=[CH:35][C:36]([CH2:37][NH:38][C:39]([C:41]2[CH:42]=[C:43]3[CH:49]([CH3:50])[NH:48][C@@H:47]([CH:58]([CH3:60])[CH3:59])[C:44]3=[N:45][CH:46]=2)=[O:40])=[CH:61][CH:62]=1)(=[O:32])=[O:31])[CH3:29], predict the reactants needed to synthesize it. The reactants are: C(S(C1C=CC(CNC(C2C=C3CN[C@@H](C(C)C)C3=NC=2)=O)=CC=1)(=O)=O)C.[CH2:28]([S:30]([C:33]1[CH:62]=[CH:61][C:36]([CH2:37][NH:38][C:39]([C:41]2[CH:42]=[C:43]3[CH:49]([CH3:50])[N:48](C(OC(C)(C)C)=O)[C@@H:47]([CH:58]([CH3:60])[CH3:59])[C:44]3=[N:45][CH:46]=2)=[O:40])=[CH:35][CH:34]=1)(=[O:32])=[O:31])[CH3:29]. (5) Given the product [Cl:12][CH2:13][C:14]1[NH:11][C:10]2[CH:9]=[CH:8][C:4]([C:5]([OH:7])=[O:6])=[CH:3][C:2]=2[N:1]=1, predict the reactants needed to synthesize it. The reactants are: [NH2:1][C:2]1[CH:3]=[C:4]([CH:8]=[CH:9][C:10]=1[NH2:11])[C:5]([OH:7])=[O:6].[Cl:12][CH2:13][C:14](O)=O. (6) Given the product [C:17]([O:20][C:21]([N:1]1[CH2:6][CH2:5][C:4]2([C:14]3[C:9](=[CH:10][CH:11]=[CH:12][CH:13]=3)[NH:8][C:7]2=[O:15])[CH2:3][CH2:2]1)=[O:22])([CH3:19])([CH3:18])[CH3:16], predict the reactants needed to synthesize it. The reactants are: [NH:1]1[CH2:6][CH2:5][C:4]2([C:14]3[C:9](=[CH:10][CH:11]=[CH:12][CH:13]=3)[NH:8][C:7]2=[O:15])[CH2:3][CH2:2]1.[CH3:16][C:17]([O:20][C:21](O[C:21]([O:20][C:17]([CH3:19])([CH3:18])[CH3:16])=[O:22])=[O:22])([CH3:19])[CH3:18].C(N(CC)CC)C. (7) Given the product [CH2:24]([N:21]1[CH2:22][CH2:23][N:18]([CH2:17][C:9]2[NH:8][C:16]3[CH:15]=[CH:14][N:13]=[CH:12][C:11]=3[CH:10]=2)[C:19](=[O:27])[CH2:20]1)[C:25]#[CH:26], predict the reactants needed to synthesize it. The reactants are: C(OC([N:8]1[C:16]2[CH:15]=[CH:14][N:13]=[CH:12][C:11]=2[CH:10]=[C:9]1[CH2:17][N:18]1[CH2:23][CH2:22][N:21]([CH2:24][C:25]#[CH:26])[CH2:20][C:19]1=[O:27])=O)(C)(C)C.C(O)(C(F)(F)F)=O.